Dataset: Peptide-MHC class I binding affinity with 185,985 pairs from IEDB/IMGT. Task: Regression. Given a peptide amino acid sequence and an MHC pseudo amino acid sequence, predict their binding affinity value. This is MHC class I binding data. The peptide sequence is PPIPVGDIY. The MHC is HLA-A02:03 with pseudo-sequence HLA-A02:03. The binding affinity (normalized) is 0.